Dataset: Full USPTO retrosynthesis dataset with 1.9M reactions from patents (1976-2016). Task: Predict the reactants needed to synthesize the given product. (1) The reactants are: [NH2:1][C:2]1[CH:7]=[CH:6][C:5]([S:8]([N:11]([C:13]2[CH:32]=[CH:31][C:16]3[N:17]([CH2:24][CH:25]4[CH2:30][CH2:29][CH2:28][CH2:27][CH2:26]4)[C:18]([C:20]([CH3:23])([CH3:22])[CH3:21])=[N:19][C:15]=3[CH:14]=2)[CH3:12])(=[O:10])=[O:9])=[CH:4][CH:3]=1.[C:33](Cl)(=[O:37])[CH:34]([CH3:36])[CH3:35]. Given the product [C:20]([C:18]1[N:17]([CH2:24][CH:25]2[CH2:30][CH2:29][CH2:28][CH2:27][CH2:26]2)[C:16]2[CH:31]=[CH:32][C:13]([N:11]([CH3:12])[S:8]([C:5]3[CH:6]=[CH:7][C:2]([NH:1][C:33](=[O:37])[CH:34]([CH3:36])[CH3:35])=[CH:3][CH:4]=3)(=[O:10])=[O:9])=[CH:14][C:15]=2[N:19]=1)([CH3:23])([CH3:22])[CH3:21], predict the reactants needed to synthesize it. (2) Given the product [CH:1]1([CH2:7][O:8][C:9]2[N:10]=[C:11]([CH:18]=[O:19])[CH:12]=[CH:13][N:14]=2)[CH2:2][CH2:3][CH2:4][CH2:5][CH2:6]1, predict the reactants needed to synthesize it. The reactants are: [CH:1]1([CH2:7][O:8][C:9]2[N:14]=[CH:13][CH:12]=[CH:11][N:10]=2)[CH2:6][CH2:5][CH2:4][CH2:3][CH2:2]1.CN([CH:18]=[O:19])C. (3) Given the product [CH3:14][N:11]1[CH2:12][CH2:13][N:8]([C:6]2[CH:5]=[CH:4][N:3]=[C:2]([C:15]3[CH:20]=[CH:19][CH:18]=[CH:17][CH:16]=3)[N:7]=2)[CH2:9][CH2:10]1, predict the reactants needed to synthesize it. The reactants are: Cl[C:2]1[N:7]=[C:6]([N:8]2[CH2:13][CH2:12][N:11]([CH3:14])[CH2:10][CH2:9]2)[CH:5]=[CH:4][N:3]=1.[C:15]1(B(O)O)[CH:20]=[CH:19][CH:18]=[CH:17][CH:16]=1.C([O-])([O-])=O.[K+].[K+]. (4) Given the product [ClH:19].[Cl:19][C:7]1[C:6]2[C:2]([NH2:1])=[N:3][O:4][C:5]=2[CH:10]=[C:9]([NH2:11])[CH:8]=1, predict the reactants needed to synthesize it. The reactants are: [NH2:1][C:2]1[C:6]2[C:7]([Cl:19])=[CH:8][C:9]([NH:11]C(=O)OC(C)(C)C)=[CH:10][C:5]=2[O:4][N:3]=1.